From a dataset of NCI-60 drug combinations with 297,098 pairs across 59 cell lines. Regression. Given two drug SMILES strings and cell line genomic features, predict the synergy score measuring deviation from expected non-interaction effect. Drug 1: C1=CC(=CC=C1CCCC(=O)O)N(CCCl)CCCl. Drug 2: CS(=O)(=O)OCCCCOS(=O)(=O)C. Cell line: SK-MEL-2. Synergy scores: CSS=4.64, Synergy_ZIP=-2.38, Synergy_Bliss=0.240, Synergy_Loewe=-5.78, Synergy_HSA=-3.57.